Task: Regression/Classification. Given a drug SMILES string, predict its absorption, distribution, metabolism, or excretion properties. Task type varies by dataset: regression for continuous measurements (e.g., permeability, clearance, half-life) or binary classification for categorical outcomes (e.g., BBB penetration, CYP inhibition). Dataset: rlm.. Dataset: Rat liver microsome stability data (1) The drug is COc1ccnc(NC(=S)N2CCN(c3cccc(C(F)(F)F)n3)CC2)c1. The result is 1 (stable in rat liver microsomes). (2) The molecule is Cc1cccc(C)c1Nc1c(-c2ccccn2)nc2ccc(Cl)cn12. The result is 1 (stable in rat liver microsomes). (3) The molecule is O=C(N[C@H](Cc1c[nH]c2ccccc12)C(=O)Nc1ccncc1)c1ccc(N2CCN(c3cccc(Cl)c3Cl)CC2)cc1F. The result is 1 (stable in rat liver microsomes). (4) The drug is Cc1ccc(-c2csc(NC(=O)c3ccncc3NS(=O)(=O)c3ccc(C)cc3)n2)cc1. The result is 1 (stable in rat liver microsomes). (5) The drug is [2H]C([2H])([2H])NC(=O)c1nnc(Nc2ccccn2)cc1Nc1ccccc1S(C)(=O)=O. The result is 0 (unstable in rat liver microsomes). (6) The compound is Cc1c(Nc2c(C#N)cncc2C=Cc2cccc(CN3CCOCC3)c2)ccc2[nH]ccc12. The result is 1 (stable in rat liver microsomes).